This data is from Peptide-MHC class II binding affinity with 134,281 pairs from IEDB. The task is: Regression. Given a peptide amino acid sequence and an MHC pseudo amino acid sequence, predict their binding affinity value. This is MHC class II binding data. (1) The peptide sequence is AFLLLGLAGNSSPSA. The MHC is HLA-DQA10501-DQB10301 with pseudo-sequence HLA-DQA10501-DQB10301. The binding affinity (normalized) is 0.768. (2) The peptide sequence is GAATVAAGAATTAAG. The MHC is HLA-DQA10104-DQB10503 with pseudo-sequence HLA-DQA10104-DQB10503. The binding affinity (normalized) is 0.331. (3) The binding affinity (normalized) is 0.341. The MHC is DRB1_0301 with pseudo-sequence DRB1_0301. The peptide sequence is VDRQWAQDLTLPWQS. (4) The peptide sequence is TEDQAMEDIKQMEAE. The MHC is HLA-DPA10201-DPB10101 with pseudo-sequence HLA-DPA10201-DPB10101. The binding affinity (normalized) is 0.342. (5) The peptide sequence is NPYRTWHYCGSYVTK. The MHC is DRB1_0801 with pseudo-sequence DRB1_0801. The binding affinity (normalized) is 0.699. (6) The MHC is DRB3_0202 with pseudo-sequence DRB3_0202. The binding affinity (normalized) is 0. The peptide sequence is VGADEDDIKATYDKG. (7) The peptide sequence is AGWLADRSVRYPI. The MHC is DRB1_0101 with pseudo-sequence DRB1_0101. The binding affinity (normalized) is 0.165. (8) The peptide sequence is GSLKSNVPKASKAIYD. The MHC is H-2-IAb with pseudo-sequence H-2-IAb. The binding affinity (normalized) is 0.617.